From a dataset of Full USPTO retrosynthesis dataset with 1.9M reactions from patents (1976-2016). Predict the reactants needed to synthesize the given product. Given the product [CH3:7][O:8][C:9](=[O:41])[CH2:10][C@H:11]1[C:15]2[CH:16]=[CH:17][C:18]([O:20][C@H:21]3[C:29]4[C:24](=[C:25]([CH2:34][N:35]5[CH2:36][CH2:37][N:38]([C:2]([O:4][CH2:5][CH3:6])=[O:3])[CH2:39][CH2:40]5)[C:26]([C:30]([F:31])([F:32])[F:33])=[CH:27][CH:28]=4)[CH2:23][CH2:22]3)=[CH:19][C:14]=2[O:13][CH2:12]1, predict the reactants needed to synthesize it. The reactants are: Cl[C:2]([O:4][CH2:5][CH3:6])=[O:3].[CH3:7][O:8][C:9](=[O:41])[CH2:10][C@H:11]1[C:15]2[CH:16]=[CH:17][C:18]([O:20][C@H:21]3[C:29]4[C:24](=[C:25]([CH2:34][N:35]5[CH2:40][CH2:39][NH:38][CH2:37][CH2:36]5)[C:26]([C:30]([F:33])([F:32])[F:31])=[CH:27][CH:28]=4)[CH2:23][CH2:22]3)=[CH:19][C:14]=2[O:13][CH2:12]1.